This data is from Experimentally validated miRNA-target interactions with 360,000+ pairs, plus equal number of negative samples. The task is: Binary Classification. Given a miRNA mature sequence and a target amino acid sequence, predict their likelihood of interaction. (1) The miRNA is hsa-miR-6718-5p with sequence UAGUGGUCAGAGGGCUUAUGA. The protein sequence of the target gene is MAGLNCGVSIALLGVLLLGAARLPRGAEAFEIALPRESNITVLIKLGTPTLLAKPCYIVISKRHITMLSIKSGERIVFTFSCQSPENHFVIEIQKNIDCMSGPCPFGEVQLQPSTSLLPTLNRTFIWDVKAHKSIGLELQFSIPRLRQIGPGESCPDGVTHSISGRIDATVVRIGTFCSNGTVSRIKMQEGVKMALHLPWFHPRNVSGFSIANRSSIKRLCIIESVFEGEGSATLMSANYPEGFPEDELMTWQFVVPAHLRASVSFLNFNLSNCERKEERVEYYIPGSTTNPEVFKLEDK.... Result: 0 (no interaction). (2) The miRNA is hsa-miR-521 with sequence AACGCACUUCCCUUUAGAGUGU. The protein sequence of the target gene is MATYCDDLGPSSAPPGQAQATAHPPGYEPGDLGAVGGGPLLWVNAPALSPKSYASGPGPAPPYAAPSYGAPGPLLGAPGGLAGADLAWLSLSGQQELLRLVRPPYSYSALIAMAIQSAPLRKLTLSQIYQYVAGNFPFYKRSKAGWQNSIRHNLSLNDCFKKVPRDEDDPGKGNYWTLDPNCEKMFDNGNFRRKRKRRAEASAAVRSGARSVGGAEAPALEPPSAACLDLQASPSPSAPEAATCFSGFASAMSALAGGLGTFPGGLAGDFSFGRRPPTVATHAPQTLNPSPGFAPGHQTA.... Result: 1 (interaction).